Predict the reactants needed to synthesize the given product. From a dataset of Full USPTO retrosynthesis dataset with 1.9M reactions from patents (1976-2016). Given the product [CH2:12]([O:14][C:15](=[O:19])[CH:16]=[CH:17][C:2]#[C:1][C:3]1[CH:4]=[CH:5][C:6]([N+:9]([O-:11])=[O:10])=[CH:7][CH:8]=1)[CH3:13], predict the reactants needed to synthesize it. The reactants are: [C:1]([C:3]1[CH:8]=[CH:7][C:6]([N+:9]([O-:11])=[O:10])=[CH:5][CH:4]=1)#[CH:2].[CH2:12]([O:14][C:15](=[O:19])/[CH:16]=[CH:17]\I)[CH3:13].